From a dataset of Full USPTO retrosynthesis dataset with 1.9M reactions from patents (1976-2016). Predict the reactants needed to synthesize the given product. (1) Given the product [Cl:23][C:20]1[CH:21]=[CH:22][C:17]([C@@H:15]([OH:16])[CH2:14][N:13]([C@H:10]2[CH2:9][CH2:8][C:7]3[C:12](=[CH:3][C:4]([OH:24])=[CH:5][CH:6]=3)[CH2:11]2)[C:25](=[O:26])[O:27][C:28]([CH3:31])([CH3:30])[CH3:29])=[CH:18][CH:19]=1, predict the reactants needed to synthesize it. The reactants are: C([C:3]1[C:12]2[CH2:11][C@@H:10]([NH:13][CH2:14][C@@H:15]([C:17]3[CH:22]=[CH:21][C:20]([Cl:23])=[CH:19][CH:18]=3)[OH:16])[CH2:9][CH2:8][C:7]=2[CH:6]=[CH:5][C:4]=1[OH:24])C.[C:25](O[C:25]([O:27][C:28]([CH3:31])([CH3:30])[CH3:29])=[O:26])([O:27][C:28]([CH3:31])([CH3:30])[CH3:29])=[O:26]. (2) Given the product [Cl:23][C:20]1[CH:19]=[CH:18][C:17]([CH2:16][C@@H:15]([NH:24][C:25]([C@@H:27]2[CH2:36][C:35]3[C:30](=[CH:31][CH:32]=[CH:33][CH:34]=3)[CH2:29][N:28]2[C:37]([O:39][C:40]([CH3:41])([CH3:43])[CH3:42])=[O:38])=[O:26])[C:14](=[O:44])[N:11]2[CH2:12][CH2:13][CH:8]([C:3]3[CH:4]=[CH:5][CH:6]=[CH:7][C:2]=3[NH:1][S:53]([C:46]3[C:47]([CH3:52])=[CH:48][C:49]([CH3:51])=[CH:50][C:45]=3[CH3:57])(=[O:55])=[O:54])[CH2:9][CH2:10]2)=[CH:22][CH:21]=1, predict the reactants needed to synthesize it. The reactants are: [NH2:1][C:2]1[CH:7]=[CH:6][CH:5]=[CH:4][C:3]=1[CH:8]1[CH2:13][CH2:12][N:11]([C:14](=[O:44])[C@H:15]([NH:24][C:25]([C@@H:27]2[CH2:36][C:35]3[C:30](=[CH:31][CH:32]=[CH:33][CH:34]=3)[CH2:29][N:28]2[C:37]([O:39][C:40]([CH3:43])([CH3:42])[CH3:41])=[O:38])=[O:26])[CH2:16][C:17]2[CH:22]=[CH:21][C:20]([Cl:23])=[CH:19][CH:18]=2)[CH2:10][CH2:9]1.[C:45]1([CH3:57])[CH:50]=[C:49]([CH3:51])[CH:48]=[C:47]([CH3:52])[C:46]=1[S:53](Cl)(=[O:55])=[O:54].N1C=CC=CC=1.